From a dataset of Peptide-MHC class II binding affinity with 134,281 pairs from IEDB. Regression. Given a peptide amino acid sequence and an MHC pseudo amino acid sequence, predict their binding affinity value. This is MHC class II binding data. The peptide sequence is FNGGESKLKAEATTD. The MHC is DRB1_0701 with pseudo-sequence DRB1_0701. The binding affinity (normalized) is 0.186.